From a dataset of Full USPTO retrosynthesis dataset with 1.9M reactions from patents (1976-2016). Predict the reactants needed to synthesize the given product. (1) Given the product [I:8][C:5]1[CH:6]=[CH:7][C:2]([N:9]2[CH2:14][CH2:13][O:12][CH2:11][CH2:10]2)=[N:3][CH:4]=1, predict the reactants needed to synthesize it. The reactants are: Cl[C:2]1[CH:7]=[CH:6][C:5]([I:8])=[CH:4][N:3]=1.[NH:9]1[CH2:14][CH2:13][O:12][CH2:11][CH2:10]1. (2) Given the product [CH2:32]([CH:31]([C:28]1[CH:27]=[CH:26][C:25]([CH2:24][O:23][C:20]2[CH:19]=[CH:18][C:17]([C:15]3[N:16]=[C:12]([CH2:11][O:10][C:8]4[CH:7]=[N:6][CH:5]=[C:4]([CH:9]=4)[C:3]([OH:38])=[O:2])[S:13][CH:14]=3)=[CH:22][CH:21]=2)=[CH:30][CH:29]=1)[CH2:35][CH2:36][CH3:37])[CH2:33][CH3:34], predict the reactants needed to synthesize it. The reactants are: C[O:2][C:3](=[O:38])[C:4]1[CH:9]=[C:8]([O:10][CH2:11][C:12]2[S:13][CH:14]=[C:15]([C:17]3[CH:22]=[CH:21][C:20]([O:23][CH2:24][C:25]4[CH:30]=[CH:29][C:28]([CH:31]([CH2:35][CH2:36][CH3:37])[CH2:32][CH2:33][CH3:34])=[CH:27][CH:26]=4)=[CH:19][CH:18]=3)[N:16]=2)[CH:7]=[N:6][CH:5]=1.O1CCCC1.[OH-].[Na+].Cl. (3) Given the product [C:1]([NH:5][S:6]([C:9]1([C:17]([OH:19])=[O:18])[CH2:11][CH2:10]1)(=[O:8])=[O:7])([CH3:4])([CH3:2])[CH3:3], predict the reactants needed to synthesize it. The reactants are: [C:1]([NH:5][S:6]([CH:9]1[CH2:11][CH2:10]1)(=[O:8])=[O:7])([CH3:4])([CH3:3])[CH3:2].C([Li])CCC.[C:17](=[O:19])=[O:18].S([O-])([O-])(=O)=O.[Ca+2].Cl. (4) Given the product [N+:8]([N:12]1[CH2:17][CH2:16][CH2:15][CH2:14][CH2:13]1)([O-:10])=[O:9], predict the reactants needed to synthesize it. The reactants are: FC1C=CC=C([N+:8]([O-:10])=[O:9])C=1F.[NH:12]1[CH2:17][CH2:16][CH2:15][C@@H:14](NC(=O)OC(C)(C)C)[CH2:13]1. (5) The reactants are: O=[C:2]1[CH2:11][N:10]2[C@H:12]3[CH2:17][CH2:16][N:15](C(OCC)=O)[CH2:14][C@H:13]3[C:8]3[C:9]2=[C:4]([CH:5]=[CH:6][CH:7]=3)[NH:3]1.[CH:23](I)([CH3:25])[CH3:24]. Given the product [CH:23]([N:3]1[C:4]2[CH:5]=[CH:6][CH:7]=[C:8]3[C@@H:13]4[CH2:14][NH:15][CH2:16][CH2:17][C@@H:12]4[N:10]([C:9]=23)[CH2:11][CH2:2]1)([CH3:25])[CH3:24], predict the reactants needed to synthesize it. (6) Given the product [Br:1][C:2]1[CH:3]=[CH:4][C:5]([C:8]2([CH2:12][O:13][Si:18]([C:14]([CH3:17])([CH3:16])[CH3:15])([CH3:21])[CH3:20])[CH2:11][CH2:10][CH2:9]2)=[CH:6][CH:7]=1, predict the reactants needed to synthesize it. The reactants are: [Br:1][C:2]1[CH:7]=[CH:6][C:5]([C:8]2([CH2:12][OH:13])[CH2:11][CH2:10][CH2:9]2)=[CH:4][CH:3]=1.[C:14]([Si:18]([CH3:21])([CH3:20])Cl)([CH3:17])([CH3:16])[CH3:15].N1C=CN=C1.O. (7) Given the product [CH:15]([C:14]1[C:9]2[O:8][CH:7]([C:18]3[CH:19]=[CH:20][CH:21]=[CH:22][CH:23]=3)[C:6](=[O:24])[N:5]([CH2:4][C:3]([OH:25])=[O:2])[C:10]=2[CH:11]=[CH:12][CH:13]=1)([CH3:17])[CH3:16], predict the reactants needed to synthesize it. The reactants are: C[O:2][C:3](=[O:25])[CH2:4][N:5]1[C:10]2[CH:11]=[CH:12][CH:13]=[C:14]([CH:15]([CH3:17])[CH3:16])[C:9]=2[O:8][CH:7]([C:18]2[CH:23]=[CH:22][CH:21]=[CH:20][CH:19]=2)[C:6]1=[O:24].[OH-].[Na+]. (8) Given the product [C:1]1([CH2:7][CH2:8][C:9]([O:11][CH2:12][CH2:13][CH2:14][CH3:15])=[O:10])[CH:6]=[CH:5][CH:4]=[CH:3][CH:2]=1, predict the reactants needed to synthesize it. The reactants are: [C:1]1([CH2:7][CH2:8][C:9]([OH:11])=[O:10])[CH:6]=[CH:5][CH:4]=[CH:3][CH:2]=1.[CH2:12](O)[CH2:13][CH2:14][CH3:15].C(OC(C)C)(C)C. (9) Given the product [C:14]([CH2:15][CH2:16][NH:17][C:7](=[O:9])[CH2:6][O:5][C:4]([CH3:11])([CH3:10])[C:3]([O:2][CH3:1])=[O:12])#[N:13], predict the reactants needed to synthesize it. The reactants are: [CH3:1][O:2][C:3](=[O:12])[C:4]([CH3:11])([CH3:10])[O:5][CH2:6][C:7]([OH:9])=O.[NH2:13][CH2:14][CH2:15][C:16]#[N:17].Cl.C(N=C=NCCCN(C)C)C.ON1C2C=CC=CC=2N=N1. (10) Given the product [N+:11]([C:7]1[CH:8]=[C:9]2[C:4]([CH2:3][CH2:2][C:1]2=[O:10])=[CH:5][CH:6]=1)([O-:13])=[O:12], predict the reactants needed to synthesize it. The reactants are: [C:1]1(=[O:10])[C:9]2[C:4](=[CH:5][CH:6]=[CH:7][CH:8]=2)[CH2:3][CH2:2]1.[N+:11]([O-])([O-:13])=[O:12].[K+].[N+](C1C=CC=C2C=1CCC2=O)([O-])=O.